This data is from Full USPTO retrosynthesis dataset with 1.9M reactions from patents (1976-2016). The task is: Predict the reactants needed to synthesize the given product. (1) The reactants are: [CH:1]1([N:7]2[CH2:13][C:12]([F:15])([F:14])[C:11](=[O:16])[N:10]([CH3:17])[C:9]3[CH:18]=[N:19][C:20]([NH:22][C:23]4[CH:31]=[CH:30][C:26]([C:27](O)=[O:28])=[CH:25][C:24]=4[O:32][CH3:33])=[N:21][C:8]2=3)[CH2:6][CH2:5][CH2:4][CH2:3][CH2:2]1.CN(C(ON1N=NC2C=CC=NC1=2)=[N+](C)C)C.F[P-](F)(F)(F)(F)F.[NH2:58][CH2:59][C@H:60]([OH:62])[CH3:61]. Given the product [CH:1]1([N:7]2[CH2:13][C:12]([F:14])([F:15])[C:11](=[O:16])[N:10]([CH3:17])[C:9]3[CH:18]=[N:19][C:20]([NH:22][C:23]4[CH:31]=[CH:30][C:26]([C:27]([NH:58][CH2:59][C@@H:60]([OH:62])[CH3:61])=[O:28])=[CH:25][C:24]=4[O:32][CH3:33])=[N:21][C:8]2=3)[CH2:2][CH2:3][CH2:4][CH2:5][CH2:6]1, predict the reactants needed to synthesize it. (2) Given the product [OH:15][C:13]1[C:10]2[C:3](=[CH:4][CH:5]=[C:6]([O:7][CH3:8])[CH:9]=2)[N:2]([CH3:1])[C:11](=[O:17])[CH:12]=1, predict the reactants needed to synthesize it. The reactants are: [CH3:1][NH:2][C:3]1[CH:10]=[CH:9][C:6]([O:7][CH3:8])=[CH:5][CH:4]=1.[C:11]([OH:17])(=O)[CH2:12][C:13]([OH:15])=O.[OH-].[Na+]. (3) The reactants are: [CH2:1]([SH:5])[CH2:2][CH2:3][SH:4].[CH3:6][O:7][C:8]1[CH:9]=[C:10]([CH:13]=[CH:14][CH:15]=1)[CH:11]=O. Given the product [CH3:6][O:7][C:8]1[CH:9]=[C:10]([CH:11]2[S:5][CH2:1][CH2:2][CH2:3][S:4]2)[CH:13]=[CH:14][CH:15]=1, predict the reactants needed to synthesize it. (4) The reactants are: Br[C:2]1[C:3]([F:9])=[N:4][CH:5]=[C:6]([F:8])[CH:7]=1.C([O-])([O-])=O.[Na+].[Na+].CC1(C)C(C)(C)OB([C:24]2[CH2:25][CH2:26][O:27][CH2:28][CH:29]=2)O1. Given the product [O:27]1[CH2:26][CH:25]=[C:24]([C:2]2[C:3]([F:9])=[N:4][CH:5]=[C:6]([F:8])[CH:7]=2)[CH2:29][CH2:28]1, predict the reactants needed to synthesize it. (5) Given the product [CH2:1]([N:3]1[C:11]2[CH:10]=[CH:9][CH:8]=[CH:7][C:6]=2[C:5]2[CH2:12][C:13]3[N:17]([CH2:18][C:4]1=2)[C:16]([CH3:19])=[C:15]([CH2:20][OH:21])[C:14]=3[CH2:24][OH:25])[CH3:2], predict the reactants needed to synthesize it. The reactants are: [CH2:1]([N:3]1[C:11]2[CH:10]=[CH:9][CH:8]=[CH:7][C:6]=2[C:5]2[CH2:12][C:13]3[N:17]([CH2:18][C:4]1=2)[C:16]([CH3:19])=[C:15]([C:20](OC)=[O:21])[C:14]=3[C:24](OC)=[O:25])[CH3:2].[H-].[H-].[H-].[H-].[Li+].[Al+3]. (6) Given the product [CH3:1][O:2][C:3]1[N:4]=[N:5][CH:6]=[CH:7][C:8]=1[C:9](=[O:38])[CH2:10][C@H:11]([C:19]1[CH:20]=[CH:21][C:22]([CH:25]2[CH2:26][CH2:27][NH:28][CH2:29][CH2:30]2)=[CH:23][CH:24]=1)[C:12]1[CH:17]=[CH:16][CH:15]=[CH:14][C:13]=1[CH3:18], predict the reactants needed to synthesize it. The reactants are: [CH3:1][O:2][C:3]1[N:4]=[N:5][CH:6]=[CH:7][C:8]=1[C:9](=[O:38])[CH2:10][C@H:11]([C:19]1[CH:24]=[CH:23][C:22]([CH:25]2[CH2:30][CH2:29][N:28](C(OC(C)(C)C)=O)[CH2:27][CH2:26]2)=[CH:21][CH:20]=1)[C:12]1[CH:17]=[CH:16][CH:15]=[CH:14][C:13]=1[CH3:18].Cl. (7) The reactants are: [O:1]1[CH:5]=[CH:4][CH:3]=[C:2]1[CH2:6][NH2:7].[NH:8]1[C:16]2[C:11](=[CH:12][C:13]([NH:17][C:18]3[C:19]4[S:26][C:25]([C:27]5[CH:34]=[CH:33][C:30]([CH:31]=O)=[CH:29][CH:28]=5)=[CH:24][C:20]=4[N:21]=[CH:22][N:23]=3)=[CH:14][CH:15]=2)[CH:10]=[CH:9]1. Given the product [O:1]1[CH:5]=[CH:4][CH:3]=[C:2]1[CH2:6][NH:7][CH2:31][C:30]1[CH:29]=[CH:28][C:27]([C:25]2[S:26][C:19]3[C:18]([NH:17][C:13]4[CH:12]=[C:11]5[C:16](=[CH:15][CH:14]=4)[NH:8][CH:9]=[CH:10]5)=[N:23][CH:22]=[N:21][C:20]=3[CH:24]=2)=[CH:34][CH:33]=1, predict the reactants needed to synthesize it. (8) Given the product [NH2:47][C:33]1[C:32]([CH3:31])=[C:37]([C:2]2[N:3]=[C:4]([NH:10][C:11]3[CH:16]=[CH:15][C:14]([C:17]([N:19]4[CH2:24][CH2:23][O:22][CH2:21][CH2:20]4)=[O:18])=[CH:13][CH:12]=3)[C:5](=[O:9])[N:6]([CH3:8])[CH:7]=2)[CH:36]=[CH:35][CH:34]=1, predict the reactants needed to synthesize it. The reactants are: Br[C:2]1[N:3]=[C:4]([NH:10][C:11]2[CH:16]=[CH:15][C:14]([C:17]([N:19]3[CH2:24][CH2:23][O:22][CH2:21][CH2:20]3)=[O:18])=[CH:13][CH:12]=2)[C:5](=[O:9])[N:6]([CH3:8])[CH:7]=1.C(=O)([O-])[O-].[Na+].[Na+].[CH3:31][C:32]1[C:37](B2OC(C)(C)C(C)(C)O2)=[CH:36][CH:35]=[CH:34][C:33]=1[NH2:47]. (9) Given the product [CH3:43][O:44][C:45]1[CH:50]=[CH:49][C:48]([NH:51][CH2:52][CH2:53][NH:54][C:9]([C@@H:8]([NH:7][C:5](=[O:6])[C:4]2[CH:21]=[CH:22][CH:23]=[C:2]([CH3:1])[CH:3]=2)[CH2:12][CH2:13][CH2:14][C:15]2[CH:20]=[CH:19][CH:18]=[CH:17][CH:16]=2)=[O:11])=[CH:47][CH:46]=1, predict the reactants needed to synthesize it. The reactants are: [CH3:1][C:2]1[CH:3]=[C:4]([CH:21]=[CH:22][CH:23]=1)[C:5]([NH:7][C@@H:8]([CH2:12][CH2:13][CH2:14][C:15]1[CH:20]=[CH:19][CH:18]=[CH:17][CH:16]=1)[C:9]([OH:11])=O)=[O:6].C1C=CC2N(O)N=NC=2C=1.CC(C)N=C=NC(C)C.[CH3:43][O:44][C:45]1[CH:50]=[CH:49][C:48]([NH:51][CH2:52][CH2:53][NH2:54])=[CH:47][CH:46]=1.